Predict the reaction yield, written as a fraction of the theoretical maximum amount of product (1.0 means a 100% yield; for example, 0.34 means a 34% yield). From a dataset of Reaction yield outcomes from USPTO patents with 853,638 reactions. (1) The reactants are [CH3:1][C:2]1[O:3][C:4]([CH3:9])=[CH:5][C:6](=[O:8])[CH:7]=1. The catalyst is CO. The product is [CH3:1][CH:2]1[CH2:7][C:6](=[O:8])[CH2:5][CH:4]([CH3:9])[O:3]1. The yield is 1.00. (2) The reactants are [Cl:1][C:2]1[CH:3]=[CH:4][C:5]([O:21][CH3:22])=[C:6]([CH:20]=1)[C:7]([NH:9][C:10]1[S:11][C:12]([C:15]([CH3:19])([CH3:18])[C:16]#[CH:17])=[N:13][N:14]=1)=[O:8].[CH3:23][C:24](C)([O-:26])[CH3:25].[K+].CN(C)C=O.O1CC[CH2:36][CH2:35]1. No catalyst specified. The product is [Cl:1][C:2]1[CH:3]=[CH:4][C:5]([O:21][CH3:22])=[C:6]([CH:20]=1)[C:7](/[N:9]=[C:10]1\[S:11][C:12]([C:15]([CH3:18])([CH3:19])[C:16]#[CH:17])=[N:13][N:14]\1[CH2:23][C@H:24]1[CH2:25][CH2:36][CH2:35][O:26]1)=[O:8]. The yield is 0.290. (3) The product is [Cl:1][C:2]1[CH:7]=[CH:6][CH:5]=[CH:4][C:3]=1[C@H:8]1[CH2:12][CH2:11][CH2:10][NH:9]1. The yield is 0.930. The reactants are [Cl:1][C:2]1[CH:7]=[CH:6][CH:5]=[CH:4][C:3]=1[C:8]1[NH:9][CH2:10][CH2:11][CH:12]=1.C1([SiH3])C=CC=CC=1.N1CCCC1.Cl. The catalyst is C(OCC)C.CO.C1COCC1.